Dataset: CYP2C9 inhibition data for predicting drug metabolism from PubChem BioAssay. Task: Regression/Classification. Given a drug SMILES string, predict its absorption, distribution, metabolism, or excretion properties. Task type varies by dataset: regression for continuous measurements (e.g., permeability, clearance, half-life) or binary classification for categorical outcomes (e.g., BBB penetration, CYP inhibition). Dataset: cyp2c9_veith. (1) The compound is O=S(=O)(c1ccccc1)N1CCC2(CCCN(Cc3nccs3)C2)CC1. The result is 0 (non-inhibitor). (2) The drug is N#CC(c1ccc(Cl)cc1)(c1ncc(C(F)(F)F)cc1Cl)N1CCOCC1. The result is 1 (inhibitor).